This data is from Forward reaction prediction with 1.9M reactions from USPTO patents (1976-2016). The task is: Predict the product of the given reaction. (1) Given the reactants [N:1]1([C:6]([O:8][C:9]([CH3:12])([CH3:11])[CH3:10])=[O:7])[CH:5]=[CH:4][CH:3]=[CH:2]1.[C:13]([O:21][CH3:22])(=[O:20])[C:14]#[C:15][C:16]([O:18][CH3:19])=[O:17], predict the reaction product. The product is: [C@@H:2]12[N:1]([C:6]([O:8][C:9]([CH3:12])([CH3:11])[CH3:10])=[O:7])[C@@H:5]([CH:4]=[CH:3]1)[C:15]([C:16]([O:18][CH3:19])=[O:17])=[C:14]2[C:13]([O:21][CH3:22])=[O:20]. (2) The product is: [CH3:22][C:23]1[CH:24]=[C:25]([NH:35][C:2]2[N:7]=[C:6]([O:8][CH:9]3[CH2:10][CH2:11][NH:12][CH2:13][CH2:14]3)[CH:5]=[CH:4][N:3]=2)[CH:26]=[C:27]([C:29]2[CH:34]=[CH:33][CH:32]=[CH:31][CH:30]=2)[CH:28]=1.[S:43]([C:40]1[CH:41]=[CH:42][C:37]([CH3:36])=[CH:38][CH:39]=1)([O-:46])(=[O:45])=[O:44]. Given the reactants Cl[C:2]1[N:7]=[C:6]([O:8][CH:9]2[CH2:14][CH2:13][N:12](C(OC(C)(C)C)=O)[CH2:11][CH2:10]2)[CH:5]=[CH:4][N:3]=1.[CH3:22][C:23]1[CH:24]=[C:25]([NH2:35])[CH:26]=[C:27]([C:29]2[CH:34]=[CH:33][CH:32]=[CH:31][CH:30]=2)[CH:28]=1.[CH3:36][C:37]1[CH:38]=[CH:39][C:40]([S:43]([OH:46])(=[O:45])=[O:44])=[CH:41][CH:42]=1, predict the reaction product. (3) Given the reactants [Cl:1][C:2]1[CH:3]=[C:4]([OH:9])[CH:5]=[CH:6][C:7]=1[Cl:8].Cl[CH2:11][CH2:12][CH2:13][CH2:14][CH:15]([N:22]1[CH:26]=[N:25][CH:24]=[N:23]1)[CH:16]([OH:21])[C:17]([CH3:20])([CH3:19])[CH3:18].C([O-])([O-])=O.[K+].[K+], predict the reaction product. The product is: [Cl:1][C:2]1[CH:3]=[C:4]([CH:5]=[CH:6][C:7]=1[Cl:8])[O:9][CH2:11][CH2:12][CH2:13][CH2:14][CH:15]([N:22]1[CH:26]=[N:25][CH:24]=[N:23]1)[CH:16]([OH:21])[C:17]([CH3:18])([CH3:20])[CH3:19]. (4) Given the reactants [H-].[Na+].[CH3:3][NH:4][C:5]1[CH:10]=[CH:9][CH:8]=[CH:7][N:6]=1.[S:11](Cl)(=[O:14])(=[O:13])[NH2:12], predict the reaction product. The product is: [CH3:3][N:4]([C:5]1[CH:10]=[CH:9][CH:8]=[CH:7][N:6]=1)[S:11]([NH2:12])(=[O:14])=[O:13]. (5) Given the reactants [NH2:1][C:2]1[C:3]([Cl:9])=[N:4][CH:5]=[N:6][C:7]=1Cl.[N:10]1([CH2:16][CH2:17][CH2:18][NH2:19])[CH2:15][CH2:14][CH2:13][CH2:12][CH2:11]1.C(N(CC)CC)C, predict the reaction product. The product is: [Cl:9][C:3]1[N:4]=[CH:5][N:6]=[C:7]([NH:19][CH2:18][CH2:17][CH2:16][N:10]2[CH2:15][CH2:14][CH2:13][CH2:12][CH2:11]2)[C:2]=1[NH2:1]. (6) Given the reactants [C:1]([O:5][C:6]([N:8]1[CH2:13][CH2:12][CH2:11][CH:10]([C:14](=[NH:17])[NH:15][OH:16])[CH2:9]1)=[O:7])([CH3:4])([CH3:3])[CH3:2].[S:18]1[CH:22]=[C:21]([C:23](O)=O)[N:20]=[CH:19]1, predict the reaction product. The product is: [C:1]([O:5][C:6]([N:8]1[CH2:13][CH2:12][CH2:11][CH:10]([C:14]2[N:17]=[C:23]([C:21]3[N:20]=[CH:19][S:18][CH:22]=3)[O:16][N:15]=2)[CH2:9]1)=[O:7])([CH3:4])([CH3:2])[CH3:3]. (7) Given the reactants Cl[C:2]1[C:11]2[C:6](=[CH:7][C:8]([O:12][CH3:13])=[CH:9][CH:10]=2)[CH:5]=[C:4]([NH:14][C:15]2[CH:19]=[CH:18][NH:17][N:16]=2)[N:3]=1.[F:20][C:21]1[CH:22]=[C:23](B(O)O)[CH:24]=[CH:25][C:26]=1[F:27], predict the reaction product. The product is: [F:20][C:21]1[CH:22]=[C:23]([C:2]2[C:11]3[C:6](=[CH:7][C:8]([O:12][CH3:13])=[CH:9][CH:10]=3)[CH:5]=[C:4]([NH:14][C:15]3[CH:19]=[CH:18][NH:17][N:16]=3)[N:3]=2)[CH:24]=[CH:25][C:26]=1[F:27].